This data is from Catalyst prediction with 721,799 reactions and 888 catalyst types from USPTO. The task is: Predict which catalyst facilitates the given reaction. (1) Reactant: [F:1][C:2]([F:12])([F:11])[O:3][C:4]1[CH:9]=[CH:8][C:7]([OH:10])=[CH:6][CH:5]=1.C([O-])([O-])=O.[K+].[K+].Br[CH2:20][CH:21]1[CH2:23][O:22]1. Product: [F:1][C:2]([F:11])([F:12])[O:3][C:4]1[CH:5]=[CH:6][C:7]([O:10][CH2:20][CH:21]2[CH2:23][O:22]2)=[CH:8][CH:9]=1. The catalyst class is: 21. (2) The catalyst class is: 19. Reactant: [NH2:1][C@H:2]([CH2:21][C:22]1[CH:27]=[CH:26][C:25]([Cl:28])=[CH:24][CH:23]=1)[C:3]([N:5]1[CH2:10][CH2:9][C:8]([CH2:17][N:18]=[N+]=[N-])([CH:11]2[CH2:16][CH2:15][CH2:14][CH2:13][CH2:12]2)[CH2:7][CH2:6]1)=[O:4].N1C=CC=CC=1. Product: [NH2:1][C@H:2]([CH2:21][C:22]1[CH:27]=[CH:26][C:25]([Cl:28])=[CH:24][CH:23]=1)[C:3]([N:5]1[CH2:10][CH2:9][C:8]([CH2:17][NH2:18])([CH:11]2[CH2:12][CH2:13][CH2:14][CH2:15][CH2:16]2)[CH2:7][CH2:6]1)=[O:4]. (3) Reactant: C(N(CC)CC)C.[CH2:8]([N:11]=[C:12]=[O:13])[CH2:9][CH3:10].[NH2:14][C:15]([NH:17][C:18]1[NH:19][C:20]([C:26]2[CH:31]=[CH:30][CH:29]=[CH:28][C:27]=2[OH:32])=[CH:21][C:22]=1[C:23]([NH2:25])=[O:24])=[O:16]. Product: [NH2:14][C:15]([NH:17][C:18]1[NH:19][C:20]([C:26]2[CH:31]=[CH:30][CH:29]=[CH:28][C:27]=2[O:32][C:12]([NH:11][CH2:8][CH2:9][CH3:10])=[O:13])=[CH:21][C:22]=1[C:23]([NH2:25])=[O:24])=[O:16]. The catalyst class is: 9. (4) Product: [CH2:10]1[O:11][C:3]2[CH:2]=[CH:1][C:6]([CH2:7][NH:19][C@@H:14]3[CH2:15][CH2:16][CH2:17][CH2:18][C@H:13]3[NH:21][CH2:20][C:1]3[CH:6]=[CH:5][C:4]4[O:9][CH2:10][O:11][C:3]=4[CH:2]=3)=[CH:5][C:4]=2[O:9]1. Reactant: [CH:1]1[C:6]([CH:7]=O)=[CH:5][C:4]2[O:9][CH2:10][O:11][C:3]=2[CH:2]=1.N[CH:13]1[CH2:18][CH2:17][CH2:16][CH2:15][CH:14]1[NH2:19].[C:20]([BH3-])#[N:21].[Na+]. The catalyst class is: 5.